This data is from Reaction yield outcomes from USPTO patents with 853,638 reactions. The task is: Predict the reaction yield, written as a fraction of the theoretical maximum amount of product (1.0 means a 100% yield; for example, 0.34 means a 34% yield). (1) The reactants are [F:1][C:2]([F:14])([F:13])[C:3]1[CH:4]=[C:5]([S:9](Cl)(=[O:11])=[O:10])[CH:6]=[CH:7][CH:8]=1.[O:15]=[C:16]1[N:20]([CH:21]2[CH2:26][CH2:25][NH:24][CH2:23][CH2:22]2)[C:19]2[CH:27]=[CH:28][CH:29]=[CH:30][C:18]=2[NH:17]1. The catalyst is C(Cl)Cl.CN(C)C=O. The product is [F:1][C:2]([F:14])([F:13])[C:3]1[CH:4]=[C:5]([S:9]([N:24]2[CH2:23][CH2:22][CH:21]([N:20]3[C:19]4[CH:27]=[CH:28][CH:29]=[CH:30][C:18]=4[NH:17][C:16]3=[O:15])[CH2:26][CH2:25]2)(=[O:11])=[O:10])[CH:6]=[CH:7][CH:8]=1. The yield is 0.870. (2) The reactants are C([O:8][C:9]1[CH:14]=[CH:13][C:12]([CH:15]([NH:22][C:23](=[O:54])[CH2:24][C:25]2[CH:26]=[CH:27][C:28]3[O:32][C:31]([CH:33]([C:46]4[C:47]([CH3:52])=[N:48][O:49][C:50]=4[CH3:51])[N:34]4[CH2:37][CH:36]([NH:38][C:39](=[O:45])[O:40][C:41]([CH3:44])([CH3:43])[CH3:42])[CH2:35]4)=[CH:30][C:29]=3[CH:53]=2)[C:16]2[CH:21]=[CH:20][CH:19]=[CH:18][CH:17]=2)=[C:11]([CH3:55])[CH:10]=1)C1C=CC=CC=1. The catalyst is CCOC(C)=O.[Pd]. The product is [CH3:52][C:47]1[C:46]([CH:33]([C:31]2[O:32][C:28]3[CH:27]=[CH:26][C:25]([CH2:24][C:23]([NH:22][CH:15]([C:12]4[CH:13]=[CH:14][C:9]([OH:8])=[CH:10][C:11]=4[CH3:55])[C:16]4[CH:21]=[CH:20][CH:19]=[CH:18][CH:17]=4)=[O:54])=[CH:53][C:29]=3[CH:30]=2)[N:34]2[CH2:37][CH:36]([NH:38][C:39](=[O:45])[O:40][C:41]([CH3:44])([CH3:43])[CH3:42])[CH2:35]2)=[C:50]([CH3:51])[O:49][N:48]=1. The yield is 0.682. (3) The reactants are [CH2:1](N(CC)CC)C.[CH3:8][CH2:9][CH2:10][C@H:11]([NH:17][C@H:18]([C:20]([OH:22])=O)[CH3:19])[C:12]([O:14][CH2:15][CH3:16])=[O:13].O[N:24]1[C:28]2[CH:29]=[CH:30][CH:31]=[CH:32][C:27]=2N=N1.[CH:42]1(N=C=N[CH:42]2[CH2:47][CH2:46][CH2:45][CH2:44][CH2:43]2)[CH2:47][CH2:46][CH2:45][CH2:44][CH2:43]1.[C:48]([O:51][CH2:52]C)(=[O:50])[CH3:49]. No catalyst specified. The product is [CH2:15]([O:14][C:12]([C@@H:11]([NH:17][C@@H:18]([CH3:19])[C:20]([N:24]1[C:28]2[CH2:29][CH2:30][CH2:31][CH2:32][C:27]=2[CH2:1][C@H:49]1[C:48]([O:51][CH2:52][C:42]1[CH:43]=[CH:44][CH:45]=[CH:46][CH:47]=1)=[O:50])=[O:22])[CH2:10][CH2:9][CH3:8])=[O:13])[CH3:16]. The yield is 0.950. (4) The reactants are [CH:1]1(B(O)O)[CH2:3][CH2:2]1.N#N.Br[C:10]1[C:11]([NH:17][C:18]2[CH:27]=[CH:26][CH:25]=[CH:24][C:19]=2[C:20]([NH:22][CH3:23])=[O:21])=[CH:12][C:13]([Cl:16])=[N:14][CH:15]=1.[O-]P([O-])([O-])=O.[K+].[K+].[K+]. The catalyst is C1(C)C=CC=CC=1.O.C1C=CC([P]([Pd]([P](C2C=CC=CC=2)(C2C=CC=CC=2)C2C=CC=CC=2)([P](C2C=CC=CC=2)(C2C=CC=CC=2)C2C=CC=CC=2)[P](C2C=CC=CC=2)(C2C=CC=CC=2)C2C=CC=CC=2)(C2C=CC=CC=2)C2C=CC=CC=2)=CC=1. The product is [Cl:16][C:13]1[CH:12]=[C:11]([NH:17][C:18]2[CH:27]=[CH:26][CH:25]=[CH:24][C:19]=2[C:20]([NH:22][CH3:23])=[O:21])[C:10]([CH:1]2[CH2:3][CH2:2]2)=[CH:15][N:14]=1. The yield is 0.540. (5) The reactants are Br[C:2]1[CH:7]=[CH:6][C:5]([N:8]2[C:12]([CH2:13][C@@H:14]3[CH2:18][CH2:17][N:16]([C:19]([CH:21]4[CH2:23][CH2:22]4)=[O:20])[CH2:15]3)=[N:11][NH:10][C:9]2=[O:24])=[CH:4][CH:3]=1.Cl.[CH3:26][N:27]([CH3:44])[CH2:28][C:29]1[CH:34]=[CH:33][C:32](B2OC(C)(C)C(C)(C)O2)=[CH:31][CH:30]=1.C(=O)([O-])[O-].[K+].[K+]. The catalyst is O1CCOCC1.C1C=CC(P(C2C=CC=CC=2)[C-]2C=CC=C2)=CC=1.C1C=CC(P(C2C=CC=CC=2)[C-]2C=CC=C2)=CC=1.Cl[Pd]Cl.[Fe+2].ClCCl. The product is [CH:21]1([C:19]([N:16]2[CH2:17][CH2:18][C@@H:14]([CH2:13][C:12]3[N:8]([C:5]4[CH:6]=[CH:7][C:2]([C:32]5[CH:33]=[CH:34][C:29]([CH2:28][N:27]([CH3:44])[CH3:26])=[CH:30][CH:31]=5)=[CH:3][CH:4]=4)[C:9](=[O:24])[NH:10][N:11]=3)[CH2:15]2)=[O:20])[CH2:23][CH2:22]1. The yield is 0.280.